From a dataset of Full USPTO retrosynthesis dataset with 1.9M reactions from patents (1976-2016). Predict the reactants needed to synthesize the given product. (1) Given the product [CH3:12][C:11]([CH3:14])([CH3:13])[CH2:10][CH:8]1[CH2:7][CH:6]([CH:4]=[O:5])[CH2:9]1, predict the reactants needed to synthesize it. The reactants are: CON(C)[C:4]([CH:6]1[CH2:9][CH:8]([CH2:10][C:11]([CH3:14])([CH3:13])[CH3:12])[CH2:7]1)=[O:5].[H-].C([Al+]CC(C)C)C(C)C.S(=O)(=O)(O)O. (2) Given the product [C:27]([C:31]1[N:32]=[C:33]([N:40]2[CH2:44][CH2:43][C@H:42]([OH:45])[CH2:41]2)[C:34]2[C:35](=[N:37][N:38]([CH2:53][C:54]3[N:58]([CH3:59])[N:57]=[C:56]([CH3:60])[CH:55]=3)[N:39]=2)[N:36]=1)([CH3:29])([CH3:28])[CH3:30], predict the reactants needed to synthesize it. The reactants are: C(C1N=C(N2CC[C@H](O)C2)C2C(=NN(CC3C(C)=NON=3)N=2)N=1)(C)(C)C.[C:27]([C:31]1[N:32]=[C:33]([N:40]2[CH2:44][CH2:43][C@H:42]([O:45]C(=O)C(F)(F)F)[CH2:41]2)[C:34]2[N:39]=[N:38][NH:37][C:35]=2[N:36]=1)([CH3:30])([CH3:29])[CH3:28].Cl[CH2:53][C:54]1[N:58]([CH3:59])[N:57]=[C:56]([CH3:60])[CH:55]=1. (3) Given the product [C:34]([NH:33][CH:31]1[CH2:30][C:29]2([CH2:28][CH:27]([NH:26][C:4]3[N:5]=[C:6]([O:25][C:22]4[CH:21]=[CH:20][C:19]([O:12][C:13]5[CH:18]=[CH:17][CH:16]=[CH:15][CH:14]=5)=[CH:24][CH:23]=4)[C:7]([C:8]([NH2:10])=[O:9])=[CH:2][N:48]=3)[CH2:41]2)[CH2:32]1)(=[O:40])[CH:43]=[CH2:44], predict the reactants needed to synthesize it. The reactants are: Cl[C:2]1[C:7]([C:8]([NH2:10])=[O:9])=[CH:6][N:5]=[C:4](Cl)C=1.[O:12]([C:19]1[CH:24]=[CH:23][C:22]([OH:25])=[CH:21][CH:20]=1)[C:13]1[CH:18]=[CH:17][CH:16]=[CH:15][CH:14]=1.[NH2:26][CH:27]1[CH2:41][C:29]2([CH2:32][CH:31]([NH:33][C:34](=[O:40])OC(C)(C)C)[CH2:30]2)[CH2:28]1.C(O)(=O)[CH:43]=[CH2:44].C(C1C=CC(C2CCN(C(OC(C)(C)C)=O)CC=2)=NC=1NC1C=CC(CCN2CCCC2)=CC=1)(=O)[NH2:48]. (4) Given the product [Cl:1][C:2]1[C:3]([O:11][CH:22]2[CH2:23][N:20]([CH:19]([C:13]3[CH:18]=[CH:17][CH:16]=[CH:15][CH:14]=3)[C:29]3[CH:34]=[CH:33][CH:32]=[CH:31][CH:30]=3)[CH2:21]2)=[C:4]2[C:8](=[CH:9][CH:10]=1)[CH2:7][CH2:6][CH2:5]2, predict the reactants needed to synthesize it. The reactants are: [Cl:1][C:2]1[CH:10]=[CH:9][C:8]2[CH2:7][CH2:6][CH2:5][C:4]=2[C:3]=1[OH:11].[Na].[C:13]1([CH:19]([C:29]2[CH:34]=[CH:33][CH:32]=[CH:31][CH:30]=2)[N:20]2[CH2:23][CH:22](OS(C)(=O)=O)[CH2:21]2)[CH:18]=[CH:17][CH:16]=[CH:15][CH:14]=1.S([O-])(=O)(=O)C. (5) Given the product [C:1]([O:5][C:6]([N:7]([CH3:8])[C@H:9]1[CH2:10][CH2:11][C@H:12]([C:15]#[C:16][CH2:17][CH2:18][O:19][S:22]([CH3:21])(=[O:24])=[O:23])[CH2:13][CH2:14]1)=[O:20])([CH3:3])([CH3:2])[CH3:4], predict the reactants needed to synthesize it. The reactants are: [C:1]([O:5][C:6](=[O:20])[N:7]([C@H:9]1[CH2:14][CH2:13][C@H:12]([C:15]#[C:16][CH2:17][CH2:18][OH:19])[CH2:11][CH2:10]1)[CH3:8])([CH3:4])([CH3:3])[CH3:2].[CH3:21][S:22](Cl)(=[O:24])=[O:23].N1C=CC=CC=1.O. (6) Given the product [F:31][C:32]([F:50])([F:49])[C:33]1[CH:34]=[C:35]([C:43]([CH3:48])([CH3:47])[C:44]([N:2]([CH3:1])[C:3]2[CH:4]=[N:5][C:6]([N:16]3[CH2:21][CH2:20][S:19][CH2:18][CH2:17]3)=[CH:7][C:8]=2[C:9]2[CH:14]=[CH:13][CH:12]=[CH:11][C:10]=2[CH3:15])=[O:45])[CH:36]=[C:37]([C:39]([F:42])([F:41])[F:40])[CH:38]=1, predict the reactants needed to synthesize it. The reactants are: [CH3:1][NH:2][C:3]1[CH:4]=[N:5][C:6]([N:16]2[CH2:21][CH2:20][S:19][CH2:18][CH2:17]2)=[CH:7][C:8]=1[C:9]1[CH:14]=[CH:13][CH:12]=[CH:11][C:10]=1[CH3:15].C(N(C(C)C)C(C)C)C.[F:31][C:32]([F:50])([F:49])[C:33]1[CH:34]=[C:35]([C:43]([CH3:48])([CH3:47])[C:44](Cl)=[O:45])[CH:36]=[C:37]([C:39]([F:42])([F:41])[F:40])[CH:38]=1. (7) The reactants are: C(NC(C)C)(C)C.C([Li])CCC.[Cl:13][C:14]1[CH:19]=[C:18]([Cl:20])[CH:17]=[CH:16][N:15]=1.C([C:23]([O:25][CH2:26][CH3:27])=[O:24])#N. Given the product [CH2:26]([O:25][C:23](=[O:24])[C:19]1[C:18]([Cl:20])=[CH:17][CH:16]=[N:15][C:14]=1[Cl:13])[CH3:27], predict the reactants needed to synthesize it. (8) Given the product [CH:2]([C:6]1[CH:7]=[C:8]([CH:12]2[C:16]3[C:17]([CH3:31])=[C:18]([NH:23][C:24](=[O:30])[CH2:25][C:26]([CH3:27])([CH3:28])[CH3:29])[C:19]([CH3:22])=[C:20]([CH3:21])[C:15]=3[O:14][CH2:13]2)[CH:9]=[CH:10][CH:11]=1)=[O:1], predict the reactants needed to synthesize it. The reactants are: [O:1]1CCO[CH:2]1[C:6]1[CH:7]=[C:8]([CH:12]2[C:16]3[C:17]([CH3:31])=[C:18]([NH:23][C:24](=[O:30])[CH2:25][C:26]([CH3:29])([CH3:28])[CH3:27])[C:19]([CH3:22])=[C:20]([CH3:21])[C:15]=3[O:14][CH2:13]2)[CH:9]=[CH:10][CH:11]=1.C1(C)C=CC(S(O)(=O)=O)=CC=1.[NH+]1C=CC=CC=1.O.